This data is from Reaction yield outcomes from USPTO patents with 853,638 reactions. The task is: Predict the reaction yield, written as a fraction of the theoretical maximum amount of product (1.0 means a 100% yield; for example, 0.34 means a 34% yield). (1) The reactants are C([O:8][C:9]1[C:14]([C:15]#[N:16])=[CH:13][CH:12]=[CH:11][C:10]=1[CH2:17][C:18]([O:20][CH3:21])=[O:19])C1C=CC=CC=1. The catalyst is [C].[Pd].CO. The product is [C:15]([C:14]1[C:9]([OH:8])=[C:10]([CH2:17][C:18]([O:20][CH3:21])=[O:19])[CH:11]=[CH:12][CH:13]=1)#[N:16]. The yield is 0.940. (2) The reactants are C1(C)C=CC(S([CH2:10][N+:11]#[C-:12])(=O)=O)=CC=1.[CH3:14][CH:15]([CH3:22])/[CH:16]=[CH:17]/[C:18]([O:20][CH3:21])=[O:19].CC(C)([O-])C.[K+]. No catalyst specified. The product is [CH:15]([C:16]1[C:17]([C:18]([O:20][CH3:21])=[O:19])=[CH:10][NH:11][CH:12]=1)([CH3:22])[CH3:14]. The yield is 0.540. (3) The reactants are [Cl-].[Cl-].[Cl-].[Al+3].[C:5]1([O:11][CH3:12])[CH:10]=[CH:9][CH:8]=[CH:7][CH:6]=1.[Br:13][C:14]1[CH:15]=[CH:16][C:17]([Cl:23])=[C:18]([CH:22]=1)[C:19](Cl)=[O:20].Cl. The catalyst is C(Cl)Cl.C(O)C. The product is [Br:13][C:14]1[CH:15]=[CH:16][C:17]([Cl:23])=[C:18]([C:19]([C:8]2[CH:9]=[CH:10][C:5]([O:11][CH3:12])=[CH:6][CH:7]=2)=[O:20])[CH:22]=1. The yield is 0.710. (4) The reactants are [OH-].[Na+].[N+:3]([C:6]1[CH:13]=[CH:12][C:9]([CH:10]=[O:11])=[CH:8][CH:7]=1)([O-:5])=[O:4].CC1C=CC(S([CH2:24][N+:25]#[C-:26])(=O)=O)=CC=1. The catalyst is [Br-].C([N+](CCCC)(CCCC)CCCC)CCC.C(Cl)Cl. The product is [N+:3]([C:6]1[CH:7]=[CH:8][C:9]([C:10]2[O:11][CH:26]=[N:25][CH:24]=2)=[CH:12][CH:13]=1)([O-:5])=[O:4]. The yield is 0.930. (5) The reactants are C([O:3][C:4](=O)[C:5]1[CH:10]=[C:9]([O:11][CH2:12][CH3:13])[C:8]([NH2:14])=[C:7]([O:15][CH2:16][CH3:17])[CH:6]=1)C.[H-].C([Al+]CC(C)C)C(C)C. The catalyst is ClCCl. The product is [NH2:14][C:8]1[C:7]([O:15][CH2:16][CH3:17])=[CH:6][C:5]([CH2:4][OH:3])=[CH:10][C:9]=1[O:11][CH2:12][CH3:13]. The yield is 0.470.